Dataset: NCI-60 drug combinations with 297,098 pairs across 59 cell lines. Task: Regression. Given two drug SMILES strings and cell line genomic features, predict the synergy score measuring deviation from expected non-interaction effect. (1) Drug 1: CS(=O)(=O)CCNCC1=CC=C(O1)C2=CC3=C(C=C2)N=CN=C3NC4=CC(=C(C=C4)OCC5=CC(=CC=C5)F)Cl. Drug 2: CC12CCC3C(C1CCC2O)C(CC4=C3C=CC(=C4)O)CCCCCCCCCS(=O)CCCC(C(F)(F)F)(F)F. Cell line: HCC-2998. Synergy scores: CSS=0.956, Synergy_ZIP=0.677, Synergy_Bliss=1.52, Synergy_Loewe=-1.49, Synergy_HSA=-1.17. (2) Drug 2: C1CC(=O)NC(=O)C1N2C(=O)C3=CC=CC=C3C2=O. Cell line: SF-268. Drug 1: CC1CCC2CC(C(=CC=CC=CC(CC(C(=O)C(C(C(=CC(C(=O)CC(OC(=O)C3CCCCN3C(=O)C(=O)C1(O2)O)C(C)CC4CCC(C(C4)OC)OCCO)C)C)O)OC)C)C)C)OC. Synergy scores: CSS=5.63, Synergy_ZIP=-1.85, Synergy_Bliss=-1.62, Synergy_Loewe=-14.3, Synergy_HSA=-1.75. (3) Drug 1: CC12CCC3C(C1CCC2=O)CC(=C)C4=CC(=O)C=CC34C. Drug 2: CCC1(C2=C(COC1=O)C(=O)N3CC4=CC5=C(C=CC(=C5CN(C)C)O)N=C4C3=C2)O.Cl. Cell line: A498. Synergy scores: CSS=50.6, Synergy_ZIP=-0.131, Synergy_Bliss=1.51, Synergy_Loewe=-3.70, Synergy_HSA=2.50. (4) Drug 1: CC1C(C(=O)NC(C(=O)N2CCCC2C(=O)N(CC(=O)N(C(C(=O)O1)C(C)C)C)C)C(C)C)NC(=O)C3=C4C(=C(C=C3)C)OC5=C(C(=O)C(=C(C5=N4)C(=O)NC6C(OC(=O)C(N(C(=O)CN(C(=O)C7CCCN7C(=O)C(NC6=O)C(C)C)C)C)C(C)C)C)N)C. Drug 2: CS(=O)(=O)OCCCCOS(=O)(=O)C. Cell line: A549. Synergy scores: CSS=34.9, Synergy_ZIP=-4.99, Synergy_Bliss=-2.18, Synergy_Loewe=-1.95, Synergy_HSA=-1.37.